From a dataset of Catalyst prediction with 721,799 reactions and 888 catalyst types from USPTO. Predict which catalyst facilitates the given reaction. (1) Reactant: Br[C:2]1[C:11](Br)=[C:10]([N+:13]([O-])=O)[C:5]2[O:6][CH2:7][CH2:8][O:9][C:4]=2[C:3]=1[C:16]([OH:18])=[O:17].C(=O)([O-])[O-].[Na+].[Na+]. Product: [NH2:13][C:10]1[C:5]2[O:6][CH2:7][CH2:8][O:9][C:4]=2[C:3]([C:16]([OH:18])=[O:17])=[CH:2][CH:11]=1. The catalyst class is: 386. (2) Reactant: C([Si](C)(C)[O:6][CH2:7][CH2:8][CH2:9][N:10]1[CH:15]=[C:14]([C:16]2[S:17][CH:18]=[CH:19][C:20]=2[CH3:21])[C:13](=[O:22])[NH:12][C:11]1=[O:23])(C)(C)C.Cl. Product: [OH:6][CH2:7][CH2:8][CH2:9][N:10]1[CH:15]=[C:14]([C:16]2[S:17][CH:18]=[CH:19][C:20]=2[CH3:21])[C:13](=[O:22])[NH:12][C:11]1=[O:23]. The catalyst class is: 12. (3) Reactant: F[C:2]1[CH:10]=[CH:9][C:5]([C:6](O)=[O:7])=[CH:4][C:3]=1[N+:11]([O-:13])=[O:12].Cl.[CH3:15][NH:16][O:17][CH3:18].[CH2:19]([N:21](CC)[CH2:22]C)C.Cl.C(N=C=NCCCN(C)C)C.OC1C2N=NNC=2C=CC=1. Product: [CH3:19][N:21]([CH3:22])[C:2]1[CH:10]=[CH:9][C:5]([C:6]([N:16]([O:17][CH3:18])[CH3:15])=[O:7])=[CH:4][C:3]=1[N+:11]([O-:13])=[O:12]. The catalyst class is: 9.